This data is from Catalyst prediction with 721,799 reactions and 888 catalyst types from USPTO. The task is: Predict which catalyst facilitates the given reaction. (1) Reactant: [OH:1][C@H:2]1[CH2:6][N:5](C(OC(C)(C)C)=O)[C@H:4]([C:14](=[O:30])[NH:15][CH2:16][C:17]2[CH:22]=[CH:21][C:20]([C:23]3[S:27][CH:26]=[N:25][C:24]=3[CH3:28])=[CH:19][C:18]=2[OH:29])[CH2:3]1.[ClH:31]. Product: [ClH:31].[OH:1][C@H:2]1[CH2:6][NH:5][C@H:4]([C:14]([NH:15][CH2:16][C:17]2[CH:22]=[CH:21][C:20]([C:23]3[S:27][CH:26]=[N:25][C:24]=3[CH3:28])=[CH:19][C:18]=2[OH:29])=[O:30])[CH2:3]1. The catalyst class is: 98. (2) Reactant: [Cl:1][C:2]1[CH:7]=[CH:6][C:5]([CH:8]([N:10]2[C:18]3[C:13](=[CH:14][CH:15]=[CH:16][CH:17]=3)[C:12]([C:19]([OH:21])=O)=[C:11]2[CH3:22])[CH3:9])=[CH:4][CH:3]=1.C1C=CC2N(O)N=NC=2C=1.CCN=C=NCCCN(C)C.CCN(CC)CC.[NH2:51][CH2:52][C:53]1[C:54]([OH:61])=[N:55][C:56]([CH3:60])=[CH:57][C:58]=1[CH3:59]. Product: [Cl:1][C:2]1[CH:7]=[CH:6][C:5]([CH:8]([N:10]2[C:18]3[C:13](=[CH:14][CH:15]=[CH:16][CH:17]=3)[C:12]([C:19]([NH:51][CH2:52][C:53]3[C:54]([OH:61])=[N:55][C:56]([CH3:60])=[CH:57][C:58]=3[CH3:59])=[O:21])=[C:11]2[CH3:22])[CH3:9])=[CH:4][CH:3]=1. The catalyst class is: 34. (3) Reactant: [CH3:1][NH:2][CH2:3][C:4]1[C:13]2[C:8](=[CH:9][CH:10]=[CH:11][CH:12]=2)[CH:7]=[CH:6][CH:5]=1.[Cl:14][CH:15]=[CH:16][CH2:17]Cl.C(=O)([O-])[O-].[K+].[K+]. Product: [Cl:14]/[CH:15]=[CH:16]/[CH2:17][N:2]([CH2:3][C:4]1[C:13]2[C:8](=[CH:9][CH:10]=[CH:11][CH:12]=2)[CH:7]=[CH:6][CH:5]=1)[CH3:1]. The catalyst class is: 16. (4) Reactant: [F:1][C:2]1[CH:3]=[C:4]([CH:8]=[CH:9][C:10]=1[O:11][CH2:12][C:13]#[CH:14])[C:5](Cl)=[O:6].[CH3:15][CH:16]1[CH2:21][CH2:20][CH2:19][CH2:18][CH:17]1[NH2:22].C(N(CC)CC)C. Product: [CH3:15][CH:16]1[CH2:21][CH2:20][CH2:19][CH2:18][CH:17]1[NH:22][C:5](=[O:6])[C:4]1[CH:8]=[CH:9][C:10]([O:11][CH2:12][C:13]#[CH:14])=[C:2]([F:1])[CH:3]=1. The catalyst class is: 13.